Dataset: Full USPTO retrosynthesis dataset with 1.9M reactions from patents (1976-2016). Task: Predict the reactants needed to synthesize the given product. (1) Given the product [CH3:31][O:30][C:26](=[O:29])/[C:27](/[I:32])=[CH:28]\[CH:2]1[CH2:8][CH2:7][CH2:6][CH2:5][CH2:4][CH2:3]1, predict the reactants needed to synthesize it. The reactants are: [Mg].[CH:2]1(Br)[CH2:8][CH2:7][CH2:6][CH2:5][CH2:4][CH2:3]1.[Cl-].[Li+].[Cu](C#N)C#N.C1([Mg]Br)CCCCCC1.[C:26]([O:30][CH3:31])(=[O:29])[C:27]#[CH:28].[I:32]I. (2) The reactants are: [NH2:1][C:2]1[C:3]2[C:10]([I:11])=[CH:9][N:8]([C@@H:12]3[CH2:15][C@H:14]([CH2:16]OS(C4C=CC(C)=CC=4)(=O)=O)[CH2:13]3)[C:4]=2[N:5]=[CH:6][N:7]=1.[CH3:28][NH:29][CH3:30].C1COCC1. Given the product [CH3:28][N:29]([CH2:16][CH:14]1[CH2:13][CH:12]([N:8]2[C:4]3[N:5]=[CH:6][N:7]=[C:2]([NH2:1])[C:3]=3[C:10]([I:11])=[CH:9]2)[CH2:15]1)[CH3:30], predict the reactants needed to synthesize it. (3) Given the product [C:10]1([CH2:16][CH2:17][CH2:18][NH:9][C:5]2[CH:6]=[CH:7][CH:8]=[C:3]([C:1]#[CH:2])[CH:4]=2)[CH:15]=[CH:14][CH:13]=[CH:12][CH:11]=1, predict the reactants needed to synthesize it. The reactants are: [C:1]([C:3]1[CH:4]=[C:5]([NH2:9])[CH:6]=[CH:7][CH:8]=1)#[CH:2].[C:10]1([CH2:16][CH2:17][CH:18]=O)[CH:15]=[CH:14][CH:13]=[CH:12][CH:11]=1.C(O)(=O)C.C(O[BH-](OC(=O)C)OC(=O)C)(=O)C.[Na+].C(=O)(O)[O-].[Na+]. (4) Given the product [Cl:12][C:13]1[CH:31]=[CH:30][C:16]([C:17]([N:19]2[CH2:22][C:21]([CH2:28][OH:4])([C:23]([OH:25])=[O:24])[CH2:20]2)=[O:18])=[CH:15][CH:14]=1, predict the reactants needed to synthesize it. The reactants are: C([O:4]C1C=CC(O)=CC=1)CC.[Cl:12][C:13]1[CH:31]=[CH:30][C:16]([C:17]([N:19]2[CH2:22][C:21]([CH2:28]Cl)([C:23]([O:25]CC)=[O:24])[CH2:20]2)=[O:18])=[CH:15][CH:14]=1.C(=O)([O-])[O-].[Cs+].[Cs+].O. (5) The reactants are: [CH3:1][N:2]([CH3:45])[C:3]([C:5]1[CH:10]=[C:9]([C:11]2[CH:12]=[C:13]3[C:19]([C:20]4[CH:25]=[CH:24][CH:23]=[CH:22][C:21]=4[O:26][CH3:27])=[N:18][N:17](COCC[Si](C)(C)C)[C:14]3=[N:15][CH:16]=2)[CH:8]=[CH:7][C:6]=1[NH:36][C:37]([C:39]1[N:40]=[CH:41][N:42]([CH3:44])[CH:43]=1)=[O:38])=[O:4].Cl(O)(=O)(=O)=O.C(=O)(O)[O-].[Na+]. Given the product [CH3:45][N:2]([CH3:1])[C:3]([C:5]1[CH:10]=[C:9]([C:11]2[CH:12]=[C:13]3[C:19]([C:20]4[CH:25]=[CH:24][CH:23]=[CH:22][C:21]=4[O:26][CH3:27])=[N:18][NH:17][C:14]3=[N:15][CH:16]=2)[CH:8]=[CH:7][C:6]=1[NH:36][C:37]([C:39]1[N:40]=[CH:41][N:42]([CH3:44])[CH:43]=1)=[O:38])=[O:4], predict the reactants needed to synthesize it. (6) The reactants are: [NH2:1][C:2]1[CH:3]=[C:4]([CH:9]=[CH:10][CH:11]=1)[C:5]([NH:7][CH3:8])=[O:6].Cl[C:13]1[C:14]2[C:21]([C:22]([C:24]3[C:33]4[C:28](=[CH:29][CH:30]=[CH:31][CH:32]=4)[CH:27]=[CH:26][CH:25]=3)=[O:23])=[CH:20][NH:19][C:15]=2[N:16]=[CH:17][N:18]=1. Given the product [C:24]1([C:22]([C:21]2[C:14]3[C:13]([NH:1][C:2]4[CH:3]=[C:4]([CH:9]=[CH:10][CH:11]=4)[C:5]([NH:7][CH3:8])=[O:6])=[N:18][CH:17]=[N:16][C:15]=3[NH:19][CH:20]=2)=[O:23])[C:33]2[C:28](=[CH:29][CH:30]=[CH:31][CH:32]=2)[CH:27]=[CH:26][CH:25]=1, predict the reactants needed to synthesize it. (7) Given the product [CH3:1][C:2]1[O:6][C:5]([C:7]2[CH:8]=[C:9]([CH3:13])[CH:10]=[CH:11][CH:12]=2)=[N:4][C:3]=1[CH2:14][O:15][C@H:16]1[CH2:21][CH2:20][CH2:19][C@@H:18]([O:22][CH2:23][C:24]2([C:27]([OH:29])=[O:28])[CH2:26][CH2:25]2)[CH2:17]1, predict the reactants needed to synthesize it. The reactants are: [CH3:1][C:2]1[O:6][C:5]([C:7]2[CH:8]=[C:9]([CH3:13])[CH:10]=[CH:11][CH:12]=2)=[N:4][C:3]=1[CH2:14][O:15][C@H:16]1[CH2:21][CH2:20][CH2:19][C@@H:18]([O:22][CH2:23][C:24]2([C:27]([O:29]CC)=[O:28])[CH2:26][CH2:25]2)[CH2:17]1.[OH-].[Na+]. (8) Given the product [Cl:1][C:2]1[CH:11]=[C:10]([CH:12]([NH2:35])[CH3:13])[C:9]([N:15]2[CH2:20][CH2:19][N:18]([C:21]([C:23]3[CH:28]=[CH:27][CH:26]=[CH:25][N:24]=3)=[O:22])[CH2:17][CH2:16]2)=[C:8]2[C:3]=1[CH:4]=[CH:5][CH:6]=[N:7]2, predict the reactants needed to synthesize it. The reactants are: [Cl:1][C:2]1[CH:11]=[C:10]([C:12](=O)[CH3:13])[C:9]([N:15]2[CH2:20][CH2:19][N:18]([C:21]([C:23]3[CH:28]=[CH:27][CH:26]=[CH:25][N:24]=3)=[O:22])[CH2:17][CH2:16]2)=[C:8]2[C:3]=1[CH:4]=[CH:5][CH:6]=[N:7]2.C([O-])(=O)C.[NH4+].C([BH3-])#[N:35].[Na+].O1CCCC1. (9) Given the product [CH2:1]([O:8][C:9]([NH:11][C@@H:12]([CH3:23])[CH:13]([OH:22])[C:14]([CH3:21])([CH3:20])[C:15]([O:17][CH2:18][CH3:19])=[O:16])=[O:10])[C:2]1[CH:3]=[CH:4][CH:5]=[CH:6][CH:7]=1, predict the reactants needed to synthesize it. The reactants are: [CH2:1]([O:8][C:9]([NH:11][C@@H:12]([CH3:23])[C:13](=[O:22])[C:14]([CH3:21])([CH3:20])[C:15]([O:17][CH2:18][CH3:19])=[O:16])=[O:10])[C:2]1[CH:7]=[CH:6][CH:5]=[CH:4][CH:3]=1.[BH4-].[Na+].[Cl-].[NH4+]. (10) Given the product [F:19][C:18]([F:21])([F:20])[C:15]1[CH:16]=[CH:17][C:12]([O:11][C:8]2[CH:9]=[CH:10][C:5]([O:4][C:2]([N:33]3[CH2:32][CH2:31][N:30]([C:26]4[CH:27]=[CH:28][CH:29]=[C:24]([O:23][CH3:22])[CH:25]=4)[CH2:35][CH2:34]3)=[O:3])=[CH:6][CH:7]=2)=[N:13][CH:14]=1, predict the reactants needed to synthesize it. The reactants are: Cl[C:2]([O:4][C:5]1[CH:10]=[CH:9][C:8]([O:11][C:12]2[CH:17]=[CH:16][C:15]([C:18]([F:21])([F:20])[F:19])=[CH:14][N:13]=2)=[CH:7][CH:6]=1)=[O:3].[CH3:22][O:23][C:24]1[CH:25]=[C:26]([N:30]2[CH2:35][CH2:34][NH:33][CH2:32][CH2:31]2)[CH:27]=[CH:28][CH:29]=1.[K+].[Br-].